The task is: Regression. Given a peptide amino acid sequence and an MHC pseudo amino acid sequence, predict their binding affinity value. This is MHC class I binding data.. This data is from Peptide-MHC class I binding affinity with 185,985 pairs from IEDB/IMGT. The peptide sequence is IPITAAAWY. The MHC is HLA-A30:02 with pseudo-sequence HLA-A30:02. The binding affinity (normalized) is 0.916.